Dataset: Catalyst prediction with 721,799 reactions and 888 catalyst types from USPTO. Task: Predict which catalyst facilitates the given reaction. (1) Reactant: [Cl:1][C:2]1[CH:3]=[C:4]2[C:9](=[CH:10][C:11]=1[C:12]([OH:14])=O)[N:8]=[CH:7][N:6]=[C:5]2[NH:15][CH:16]([C:18]1[NH:22][C:21]2[CH:23]=[CH:24][C:25]([Cl:27])=[CH:26][C:20]=2[N:19]=1)[CH3:17].FC1C(OC(N(C)C)=[N+](C)C)=C(F)C(F)=C(F)C=1F.F[P-](F)(F)(F)(F)F.C(N(C(C)C)CC)(C)C.C(OC([NH:70][CH2:71][CH2:72][CH:73]1[CH2:78][CH2:77][CH2:76][CH2:75][NH:74]1)=O)(C)(C)C. Product: [Cl:1][C:2]1[CH:3]=[C:4]2[C:9](=[CH:10][C:11]=1[C:12]([N:74]1[CH2:75][CH2:76][CH2:77][CH2:78][CH:73]1[CH2:72][CH2:71][NH2:70])=[O:14])[N:8]=[CH:7][N:6]=[C:5]2[NH:15][CH:16]([C:18]1[NH:22][C:21]2[CH:23]=[CH:24][C:25]([Cl:27])=[CH:26][C:20]=2[N:19]=1)[CH3:17]. The catalyst class is: 16. (2) Reactant: O[Li].O.CO.[NH:6]1[C:10]2=[N:11][C:12]([C:15]([OH:17])=[O:16])=[CH:13][CH:14]=[C:9]2[C:8]2([CH2:19][CH2:18]2)[CH2:7]1.C1C[O:23][CH2:22][CH2:21]1. Product: [C:22]([N:6]1[C:10]2=[N:11][C:12]([C:15]([OH:17])=[O:16])=[CH:13][CH:14]=[C:9]2[C:8]2([CH2:18][CH2:19]2)[CH2:7]1)(=[O:23])[CH3:21]. The catalyst class is: 6. (3) Reactant: [CH3:1][O:2][CH2:3][CH2:4][N:5]1[CH:9]=[C:8]([NH:10][C:11]([NH:13][C:14]2[CH:19]=[CH:18][C:17]([O:20][C:21]([F:24])([F:23])[F:22])=[CH:16][CH:15]=2)=[O:12])[N:7]=[C:6]1[C:25]([OH:27])=O.C1N=CN(C(N2C=NC=C2)=O)C=1.O.[N:41]1[CH:46]=[CH:45][CH:44]=[C:43]([CH2:47][NH2:48])[CH:42]=1. Product: [CH3:1][O:2][CH2:3][CH2:4][N:5]1[CH:9]=[C:8]([NH:10][C:11]([NH:13][C:14]2[CH:15]=[CH:16][C:17]([O:20][C:21]([F:23])([F:22])[F:24])=[CH:18][CH:19]=2)=[O:12])[N:7]=[C:6]1[C:25]([NH:48][CH2:47][C:43]1[CH:42]=[N:41][CH:46]=[CH:45][CH:44]=1)=[O:27]. The catalyst class is: 3. (4) Reactant: FC1C=C(O)C=C(O)C=1.[Cl-].[Al+3].[Cl-].[Cl-].C(Cl)(=O)C.Cl.[F:19][C:20]1[CH:29]=[C:28]2[C:23]([C:24](=[O:39])[CH2:25]C(C3C=CC(OC)=C(O)C=3)[O:27]2)=[C:22]([OH:40])[CH:21]=1. Product: [F:19][C:20]1[CH:21]=[C:22]([OH:40])[C:23]([C:24](=[O:39])[CH3:25])=[C:28]([OH:27])[CH:29]=1. The catalyst class is: 159. (5) Reactant: [NH:1]1[CH:5]=[C:4]([C:6]([O:8][CH3:9])=[O:7])[N:3]=[CH:2]1.[H-].[Na+].Br[CH2:13][CH2:14][N:15]1[C:23](=[O:24])[C:22]2[C:17](=[CH:18][CH:19]=[CH:20][CH:21]=2)[C:16]1=[O:25]. Product: [O:25]=[C:16]1[C:17]2[C:22](=[CH:21][CH:20]=[CH:19][CH:18]=2)[C:23](=[O:24])[N:15]1[CH2:14][CH2:13][N:1]1[CH:5]=[C:4]([C:6]([O:8][CH3:9])=[O:7])[N:3]=[CH:2]1. The catalyst class is: 9. (6) Reactant: [Cl:1][C:2]1[C:3]([C:9]2[C:18]([OH:19])=[N:17][C:12]3=[N:13][CH:14]=[CH:15][N:16]=[C:11]3[C:10]=2[OH:20])=[N:4][CH:5]=[C:6]([Cl:8])[CH:7]=1.C(N(C(C)C)C(C)C)C.[CH3:30][S:31](Cl)(=[O:33])=[O:32]. Product: [Cl:1][C:2]1[C:3]([C:9]2[C:18](=[O:19])[NH:17][C:12]3=[N:13][CH:14]=[CH:15][N:16]=[C:11]3[C:10]=2[O:20][S:31]([CH3:30])(=[O:33])=[O:32])=[N:4][CH:5]=[C:6]([Cl:8])[CH:7]=1. The catalyst class is: 646. (7) Reactant: [Br:1][C:2]1[N:3]([CH2:17][O:18][CH2:19][CH2:20][Si:21]([CH3:24])([CH3:23])[CH3:22])[N:4]=[C:5]2[C:10]=1[CH:9]=[C:8]([C:11]([F:14])([F:13])[F:12])[CH:7]=[C:6]2[CH:15]=[O:16].BrC1N(COCC[Si](C)(C)C)N=C2C=1C=C(C(F)(F)F)C=C2CO.[BH4-].[Na+]. Product: [Br:1][C:2]1[N:3]([CH2:17][O:18][CH2:19][CH2:20][Si:21]([CH3:24])([CH3:23])[CH3:22])[N:4]=[C:5]2[C:10]=1[CH:9]=[C:8]([C:11]([F:14])([F:13])[F:12])[CH:7]=[C:6]2[CH:15]=[O:16]. The catalyst class is: 8.